Task: Predict the reaction yield, written as a fraction of the theoretical maximum amount of product (1.0 means a 100% yield; for example, 0.34 means a 34% yield).. Dataset: Reaction yield outcomes from USPTO patents with 853,638 reactions (1) The yield is 0.140. The product is [NH2:24][C@H:19]1[CH2:20][CH2:21][CH2:22][CH2:23][C@H:18]1[NH:17][C:9]1[N:8]=[C:7]([C:5]2[CH:4]=[N:3][N:2]([CH3:1])[CH:6]=2)[C:12]2[C:13](=[O:16])[NH:14][CH2:15][C:11]=2[CH:10]=1. The catalyst is C(Cl)Cl. The reactants are [CH3:1][N:2]1[CH:6]=[C:5]([C:7]2[C:12]3[C:13](=[O:16])[NH:14][CH2:15][C:11]=3[CH:10]=[C:9]([NH:17][C@@H:18]3[CH2:23][CH2:22][CH2:21][CH2:20][C@@H:19]3[NH:24]C(=O)OC(C)(C)C)[N:8]=2)[CH:4]=[N:3]1.C(O)(C(F)(F)F)=O. (2) The reactants are [F:1][C:2]([F:34])([F:33])[C:3]1[CH:8]=[CH:7][C:6](/[CH:9]=[CH:10]/[C:11]2[O:12][CH:13]=[C:14]([CH2:16][O:17][C:18]3[CH:23]=[CH:22][C:21]([CH2:24][CH2:25][CH2:26][CH2:27][N:28]4[CH:32]=[CH:31][N:30]=[N:29]4)=[CH:20][CH:19]=3)[N:15]=2)=[CH:5][CH:4]=1.[ClH:35]. The catalyst is O1CCCC1. The product is [ClH:35].[F:34][C:2]([F:1])([F:33])[C:3]1[CH:4]=[CH:5][C:6](/[CH:9]=[CH:10]/[C:11]2[O:12][CH:13]=[C:14]([CH2:16][O:17][C:18]3[CH:23]=[CH:22][C:21]([CH2:24][CH2:25][CH2:26][CH2:27][N:28]4[CH:32]=[CH:31][N:30]=[N:29]4)=[CH:20][CH:19]=3)[N:15]=2)=[CH:7][CH:8]=1. The yield is 0.670.